Dataset: NCI-60 drug combinations with 297,098 pairs across 59 cell lines. Task: Regression. Given two drug SMILES strings and cell line genomic features, predict the synergy score measuring deviation from expected non-interaction effect. (1) Synergy scores: CSS=10.8, Synergy_ZIP=-4.34, Synergy_Bliss=0.547, Synergy_Loewe=1.51, Synergy_HSA=3.87. Cell line: HL-60(TB). Drug 2: C(CN)CNCCSP(=O)(O)O. Drug 1: C1CC(=O)NC(=O)C1N2C(=O)C3=CC=CC=C3C2=O. (2) Drug 1: CC(CN1CC(=O)NC(=O)C1)N2CC(=O)NC(=O)C2. Drug 2: CS(=O)(=O)OCCCCOS(=O)(=O)C. Cell line: NCI/ADR-RES. Synergy scores: CSS=1.71, Synergy_ZIP=-1.77, Synergy_Bliss=-1.11, Synergy_Loewe=-1.72, Synergy_HSA=-1.74. (3) Drug 1: C1CN1C2=NC(=NC(=N2)N3CC3)N4CC4. Synergy scores: CSS=11.1, Synergy_ZIP=-2.24, Synergy_Bliss=-0.413, Synergy_Loewe=-5.43, Synergy_HSA=-2.09. Cell line: RXF 393. Drug 2: CC(CN1CC(=O)NC(=O)C1)N2CC(=O)NC(=O)C2.